This data is from Forward reaction prediction with 1.9M reactions from USPTO patents (1976-2016). The task is: Predict the product of the given reaction. (1) Given the reactants [CH3:1][O:2][C:3]([C:5]1[S:6][C:7]2[CH:8]([N:20]=[N+]=[N-])[CH2:9][O:10][C:11]3[CH:18]=[CH:17][C:16]([Br:19])=[CH:15][C:12]=3[C:13]=2[N:14]=1)=[O:4].C1C=CC(P(C2C=CC=CC=2)C2C=CC=CC=2)=CC=1.[C:42](Cl)(=[O:44])[CH3:43], predict the reaction product. The product is: [CH3:1][O:2][C:3]([C:5]1[S:6][C:7]2[CH:8]([NH:20][C:42](=[O:44])[CH3:43])[CH2:9][O:10][C:11]3[CH:18]=[CH:17][C:16]([Br:19])=[CH:15][C:12]=3[C:13]=2[N:14]=1)=[O:4]. (2) Given the reactants [CH2:1]([N:3]([CH2:37][CH3:38])[C:4]([NH:6][C:7]1[C:8]([C:18]2[NH:22][C:21]3[CH:23]=[C:24]([O:28][CH2:29][CH2:30][N:31]4[CH2:36][CH2:35][CH2:34][CH2:33][CH2:32]4)[C:25]([F:27])=[CH:26][C:20]=3[N:19]=2)=[N:9][N:10](C2CCCCO2)[CH:11]=1)=[O:5])[CH3:2].[F:39][C:40]([F:45])([F:44])[C:41]([OH:43])=[O:42], predict the reaction product. The product is: [F:39][C:40]([F:45])([F:44])[C:41]([OH:43])=[O:42].[CH2:37]([N:3]([CH2:1][CH3:2])[C:4]([NH:6][C:7]1[C:8]([C:18]2[NH:22][C:21]3[CH:23]=[C:24]([O:28][CH2:29][CH2:30][N:31]4[CH2:36][CH2:35][CH2:34][CH2:33][CH2:32]4)[C:25]([F:27])=[CH:26][C:20]=3[N:19]=2)=[N:9][NH:10][CH:11]=1)=[O:5])[CH3:38]. (3) Given the reactants [Cl:1][C:2]1[CH:7]=[CH:6][C:5]([C:8]2[N:12]([CH3:13])[CH:11]=[C:10]([C:14]([CH:16]3[CH2:18][CH2:17]3)=[O:15])[C:9]=2[CH3:19])=[CH:4][CH:3]=1.[Br:20]N1C(=O)CCC1=O, predict the reaction product. The product is: [Br:20][C:11]1[N:12]([CH3:13])[C:8]([C:5]2[CH:6]=[CH:7][C:2]([Cl:1])=[CH:3][CH:4]=2)=[C:9]([CH3:19])[C:10]=1[C:14]([CH:16]1[CH2:18][CH2:17]1)=[O:15].